This data is from Full USPTO retrosynthesis dataset with 1.9M reactions from patents (1976-2016). The task is: Predict the reactants needed to synthesize the given product. (1) The reactants are: [C:1]([C:3]1[CH:8]=[CH:7][C:6]([NH:9][C:10]2[N:15]=[C:14]([NH:16][CH2:17][CH2:18][CH3:19])[C:13]([C:20]([OH:22])=O)=[CH:12][N:11]=2)=[CH:5][CH:4]=1)#[N:2].[C:23]([NH:30][CH2:31][CH2:32][CH2:33][NH2:34])([O:25][C:26]([CH3:29])([CH3:28])[CH3:27])=[O:24].Cl.C(N=C=NCCCN(C)C)C.O.ON1C2C=CC=CC=2N=N1.C(=O)([O-])O.[Na+]. Given the product [C:1]([C:3]1[CH:4]=[CH:5][C:6]([NH:9][C:10]2[N:15]=[C:14]([NH:16][CH2:17][CH2:18][CH3:19])[C:13]([C:20]([NH:34][CH2:33][CH2:32][CH2:31][NH:30][C:23](=[O:24])[O:25][C:26]([CH3:28])([CH3:27])[CH3:29])=[O:22])=[CH:12][N:11]=2)=[CH:7][CH:8]=1)#[N:2], predict the reactants needed to synthesize it. (2) Given the product [C:49]12([C@@H:36]([CH3:37])[C:38]([N:22]3[CH2:21][CH2:20][CH:19]([C:18]4[C:12]5[C:13](=[N:14][CH:15]=[C:10]([NH:9][C:7](=[O:8])[C:6]6[CH:27]=[CH:28][CH:29]=[C:4]([C:2]#[N:3])[CH:5]=6)[C:11]=5[CH3:26])[N:16]([CH3:25])[CH:17]=4)[CH2:24][CH2:23]3)=[O:67])[CH2:52][CH:51]([CH2:50]1)[CH2:48]2, predict the reactants needed to synthesize it. The reactants are: Cl.[C:2]([C:4]1[CH:5]=[C:6]([CH:27]=[CH:28][CH:29]=1)[C:7]([NH:9][C:10]1[C:11]([CH3:26])=[C:12]2[C:18]([CH:19]3[CH2:24][CH2:23][NH:22][CH2:21][CH2:20]3)=[CH:17][N:16]([CH3:25])[C:13]2=[N:14][CH:15]=1)=[O:8])#[N:3].CCN([CH:36]([CH3:38])[CH3:37])C(C)C.CN(C(ON1N=N[C:49]2[CH:50]=[CH:51][CH:52]=N[C:48]1=2)=[N+](C)C)C.F[P-](F)(F)(F)(F)F.CN(C=[O:67])C. (3) Given the product [C:36]([C:32]1[CH:31]=[C:30]([NH:29][C:18]2[C:13]3[C:12]([C:22]4[S:21][CH:25]=[CH:24][CH:23]=4)=[CH:11][NH:10][C:14]=3[N:15]=[CH:16][N:17]=2)[CH:35]=[CH:34][CH:33]=1)#[CH:37], predict the reactants needed to synthesize it. The reactants are: C1(S([N:10]2[C:14]3[N:15]=[CH:16][N:17]=[C:18](Cl)[C:13]=3[C:12](I)=[CH:11]2)(=O)=O)C=CC=CC=1.[S:21]1[CH:25]=[CH:24][CH:23]=[C:22]1B(O)O.[NH2:29][C:30]1[CH:31]=[C:32]([C:36]#[CH:37])[CH:33]=[CH:34][CH:35]=1. (4) The reactants are: [CH3:1][C:2]([O:14][CH2:15][CH2:16][CH3:17])([CH3:13])[CH2:3][NH:4][C:5]1[N:6]=[CH:7][NH:8][C:9]=1[C:10]([NH2:12])=[O:11].C(N=[C:27]=[S:28])(=O)C1C=CC=CC=1. Given the product [CH2:15]([O:14][C:2]([CH3:1])([CH3:13])[CH2:3][N:4]1[C:5]2[N:6]=[CH:7][NH:8][C:9]=2[C:10](=[O:11])[NH:12][C:27]1=[S:28])[CH2:16][CH3:17], predict the reactants needed to synthesize it.